Dataset: Forward reaction prediction with 1.9M reactions from USPTO patents (1976-2016). Task: Predict the product of the given reaction. (1) Given the reactants [O:1]1[CH2:6][CH2:5][CH2:4][CH2:3][CH:2]1[O:7][CH2:8][C@H:9]1[CH2:13][S:12][C:11](=[O:14])[NH:10]1.[H-].[Na+].Br[CH2:18][CH2:19][CH2:20][CH2:21][CH2:22][CH2:23][C:24]#[N:25].[Cl-].[NH4+], predict the reaction product. The product is: [O:14]=[C:11]1[N:10]([CH2:18][CH2:19][CH2:20][CH2:21][CH2:22][CH2:23][C:24]#[N:25])[C@@H:9]([CH2:8][O:7][CH:2]2[CH2:3][CH2:4][CH2:5][CH2:6][O:1]2)[CH2:13][S:12]1. (2) Given the reactants P([O-])([O-])([O-])=O.[K+].[K+].[K+].C1CCCCC1.[NH2:15][CH:16]([C:24]1[CH:29]=[CH:28][CH:27]=[CH:26][CH:25]=1)[CH2:17][C:18]([O:20]CCC)=[O:19], predict the reaction product. The product is: [NH2:15][C@H:16]([C:24]1[CH:29]=[CH:28][CH:27]=[CH:26][CH:25]=1)[CH2:17][C:18]([OH:20])=[O:19].